Dataset: Experimentally validated miRNA-target interactions with 360,000+ pairs, plus equal number of negative samples. Task: Binary Classification. Given a miRNA mature sequence and a target amino acid sequence, predict their likelihood of interaction. (1) The miRNA is hsa-miR-5708 with sequence AUGAGCGACUGUGCCUGACC. The protein sequence of the target gene is MESRPGSFQYVPVQLQGGAPWGFTLKGGLEHCEPLTVSKIEDGGKAALSQKMRTGDELVNINGTPLYGSRQEALILIKGSFRILKLIVRRRNTPVSRPHSWHVAKLLEGCPDVATTMHFPSEAFSLSWHSGCNTSDVSVQWCPLSRHCSTEKSSSIGSMESLEQPGQPTYEGHLLPIDQNMYPSQRDSAYSSFSASSNASDCALSLKPEEPPSTDCVMPGPGPIKVTDDQANVSENSGSSHSTSEDHVTSTSHASSYSDEGHHSGPAKMARGPPEPPVRSDSLPASRAQLLNGEQHRASE.... Result: 0 (no interaction). (2) The miRNA is mmu-miR-1249-3p with sequence ACGCCCUUCCCCCCCUUCUUCA. The protein sequence of the target gene is MVLLLPWLFIILWLENAQAQLEDEGNFYSENVSRILDNLLEGYDNRLRPGFGGAVTEVKTDIYVTSFGPVSDVEMEYTMDVFFRQTWTDERLKFKGPAEILSLNNLMVSKIWTPDTFFRNGKKSIAHNMTTPNKLFRLMQNGTILYTMRLTINADCPMRLVNFPMDGHACPLKFGSYAYPKTEIIYTWKKGPLYSVEVPEESSSLLQYDLIGQTVSSETIKSNTGEYVIMTVYFHLQRKMGYFMIQIYTPCIMTVILSQVSFWINKESVPARTVFGITTVLTMTTLSISARHSLPKVSYA.... Result: 0 (no interaction).